Dataset: Reaction yield outcomes from USPTO patents with 853,638 reactions. Task: Predict the reaction yield, written as a fraction of the theoretical maximum amount of product (1.0 means a 100% yield; for example, 0.34 means a 34% yield). (1) The reactants are C(OC([N:8]1[CH2:13][CH2:12][CH:11]([N:14]2[C:18]3=[N:19][CH:20]=[N:21][C:22]([O:23][C:24]4[CH:29]=[CH:28][C:27]([O:30][CH2:31][CH3:32])=[CH:26][C:25]=4[F:33])=[C:17]3[CH:16]=[N:15]2)[CH2:10][CH2:9]1)=O)(C)(C)C.[F:34][C:35]([F:40])([F:39])[C:36]([OH:38])=[O:37].ClCCl. No catalyst specified. The product is [F:34][C:35]([F:40])([F:39])[C:36]([OH:38])=[O:37].[CH2:31]([O:30][C:27]1[CH:28]=[CH:29][C:24]([O:23][C:22]2[N:21]=[CH:20][N:19]=[C:18]3[N:14]([CH:11]4[CH2:10][CH2:9][NH:8][CH2:13][CH2:12]4)[N:15]=[CH:16][C:17]=23)=[C:25]([F:33])[CH:26]=1)[CH3:32]. The yield is 0.990. (2) The reactants are Cl.[NH2:2][C:3]1[CH:4]=[C:5]([CH:10]=[CH:11][C:12]=1[OH:13])[C:6]([O:8][CH3:9])=[O:7].C(N(CC)CC)C.[CH3:21][O:22][C:23]([C:25]1[CH:30]=[CH:29][C:28]([CH:31]=O)=[CH:27][CH:26]=1)=[O:24]. The catalyst is CO. The product is [OH:13][C:12]1[CH:11]=[CH:10][C:5]([C:6]([O:8][CH3:9])=[O:7])=[CH:4][C:3]=1[N:2]=[CH:31][C:28]1[CH:27]=[CH:26][C:25]([C:23]([O:22][CH3:21])=[O:24])=[CH:30][CH:29]=1. The yield is 1.00. (3) The reactants are [Cl:1][C:2]1[CH:38]=[CH:37][C:5]([CH2:6][N:7]2[C:15]3[C:14](=[O:16])[N:13]([CH2:17][CH2:18][CH2:19][O:20]C4CCCCO4)[C:12](=[O:27])[N:11]([CH3:28])[C:10]=3[N:9]=[C:8]2[O:29][C:30]2[CH:31]=[N:32][C:33]([CH3:36])=[CH:34][CH:35]=2)=[CH:4][CH:3]=1. The catalyst is Cl. The product is [Cl:1][C:2]1[CH:3]=[CH:4][C:5]([CH2:6][N:7]2[C:15]3[C:14](=[O:16])[N:13]([CH2:17][CH2:18][CH2:19][OH:20])[C:12](=[O:27])[N:11]([CH3:28])[C:10]=3[N:9]=[C:8]2[O:29][C:30]2[CH:31]=[N:32][C:33]([CH3:36])=[CH:34][CH:35]=2)=[CH:37][CH:38]=1. The yield is 0.526. (4) The reactants are Cl[C:2]1[CH:7]=[C:6]([O:8][C:9]2[CH:10]=[CH:11][C:12]([NH:16][C:17]([N:19]3[CH2:23][CH2:22][N:21]([CH:24]4[CH2:29][CH2:28][O:27][CH2:26][CH2:25]4)[C:20]3=[O:30])=[O:18])=[N:13][C:14]=2[CH3:15])[CH:5]=[CH:4][N:3]=1.CC1(C)C(C)(C)OB([C:39]2[CH:40]=[N:41][NH:42][CH:43]=2)O1.C([O-])([O-])=O.[K+].[K+]. The catalyst is O1CCOCC1.O.C1C=CC([P]([Pd]([P](C2C=CC=CC=2)(C2C=CC=CC=2)C2C=CC=CC=2)([P](C2C=CC=CC=2)(C2C=CC=CC=2)C2C=CC=CC=2)[P](C2C=CC=CC=2)(C2C=CC=CC=2)C2C=CC=CC=2)(C2C=CC=CC=2)C2C=CC=CC=2)=CC=1. The product is [NH:41]1[CH:40]=[C:39]([C:2]2[CH:7]=[C:6]([O:8][C:9]3[CH:10]=[CH:11][C:12]([NH:16][C:17]([N:19]4[CH2:23][CH2:22][N:21]([CH:24]5[CH2:29][CH2:28][O:27][CH2:26][CH2:25]5)[C:20]4=[O:30])=[O:18])=[N:13][C:14]=3[CH3:15])[CH:5]=[CH:4][N:3]=2)[CH:43]=[N:42]1. The yield is 0.560. (5) The yield is 0.720. The product is [CH2:21]([NH:28][CH:3]1[C@:2]([CH3:20])([OH:1])[C:7]2([CH2:9][CH2:8]2)[O:6][C@@H:5]([C:10]2[CH:15]=[CH:14][N:13]=[CH:12][C:11]=2[N+:16]([O-:18])=[O:17])[CH2:4]1)[C:22]1[CH:27]=[CH:26][CH:25]=[CH:24][CH:23]=1. The catalyst is CO.CCOC(C)=O. The reactants are [OH:1][C@:2]1([CH3:20])[C:7]2([CH2:9][CH2:8]2)[O:6][C@@H:5]([C:10]2[CH:15]=[CH:14][N:13]=[CH:12][C:11]=2[N+:16]([O-:18])=[O:17])[CH2:4][C:3]1=O.[CH2:21]([NH2:28])[C:22]1[CH:27]=[CH:26][CH:25]=[CH:24][CH:23]=1.[Li+].[BH4-]. (6) The reactants are Cl[C:2]([O:4][CH3:5])=[O:3].[CH3:6][O:7][C:8]1[CH:9]=[C:10]([NH:16][C:17]([C:19]2[CH:20]=[C:21]([C:26]3[CH:31]=[CH:30][C:29]([F:32])=[CH:28][C:27]=3[F:33])[CH:22]=[CH:23]C=2O)=[O:18])[CH:11]=[CH:12][C:13]=1[O:14][CH3:15].Cl. The catalyst is O1CCCC1.N1C=CC=CC=1. The product is [F:33][C:27]1[CH:28]=[C:29]([F:32])[CH:30]=[CH:31][C:26]=1[C:21]1[CH:22]=[CH:23][C:5]2[O:4][C:2](=[O:3])[N:16]([C:10]3[CH:11]=[CH:12][C:13]([O:14][CH3:15])=[C:8]([O:7][CH3:6])[CH:9]=3)[C:17](=[O:18])[C:19]=2[CH:20]=1. The yield is 0.430.